This data is from Forward reaction prediction with 1.9M reactions from USPTO patents (1976-2016). The task is: Predict the product of the given reaction. (1) The product is: [OH:44][CH2:43][CH:42]=[C:39]1[CH2:40][CH2:41][CH:36]([N:26]2[C:25](=[O:48])[C:24]([CH2:23][C:20]3[CH:21]=[CH:22][C:17]([C:12]4[C:11]([C:9]#[N:10])=[CH:16][CH:15]=[CH:14][CH:13]=4)=[CH:18][CH:19]=3)=[C:29]([CH2:30][CH2:31][CH3:32])[N:28]3[N:33]=[CH:34][N:35]=[C:27]23)[CH2:37][CH2:38]1. Given the reactants [Cl-].[Ca+2].[Cl-].[BH4-].[Na+].C(O)C.[C:9]([C:11]1[CH:16]=[CH:15][CH:14]=[CH:13][C:12]=1[C:17]1[CH:22]=[CH:21][C:20]([CH2:23][C:24]2[C:25](=[O:48])[N:26]([CH:36]3[CH2:41][CH2:40][C:39](=[CH:42][C:43](OCC)=[O:44])[CH2:38][CH2:37]3)[C:27]3[N:28]([N:33]=[CH:34][N:35]=3)[C:29]=2[CH2:30][CH2:31][CH3:32])=[CH:19][CH:18]=1)#[N:10], predict the reaction product. (2) Given the reactants [OH:1][CH2:2][CH2:3][CH2:4][CH:5]1[CH2:10][CH2:9][N:8]([C:11]([O:13][C:14]([CH3:17])([CH3:16])[CH3:15])=[O:12])[CH2:7][CH2:6]1.CCN(CC)CC.[CH3:25][S:26](Cl)(=[O:28])=[O:27], predict the reaction product. The product is: [CH3:25][S:26]([O:1][CH2:2][CH2:3][CH2:4][CH:5]1[CH2:10][CH2:9][N:8]([C:11]([O:13][C:14]([CH3:17])([CH3:16])[CH3:15])=[O:12])[CH2:7][CH2:6]1)(=[O:28])=[O:27]. (3) Given the reactants [C:1]([O:5][C:6]([N:8]1[CH2:14][CH2:13][C:12]2[C:15]([S:20][CH2:21][C:22]3[CH:27]=[CH:26][C:25](Br)=[CH:24][N:23]=3)=[C:16]([Cl:19])[CH:17]=[CH:18][C:11]=2[CH2:10][CH2:9]1)=[O:7])([CH3:4])([CH3:3])[CH3:2].C(N(CC)CC)C.[C:36]([C:38]1[CH:43]=[CH:42][C:41]([F:44])=[CH:40][CH:39]=1)#[CH:37], predict the reaction product. The product is: [C:1]([O:5][C:6]([N:8]1[CH2:14][CH2:13][C:12]2[C:15]([S:20][CH2:21][C:22]3[CH:27]=[CH:26][C:25]([C:37]#[C:36][C:38]4[CH:43]=[CH:42][C:41]([F:44])=[CH:40][CH:39]=4)=[CH:24][N:23]=3)=[C:16]([Cl:19])[CH:17]=[CH:18][C:11]=2[CH2:10][CH2:9]1)=[O:7])([CH3:4])([CH3:3])[CH3:2]. (4) Given the reactants Cl[C:2]1[C:7]([C:8]([O:10][CH2:11][CH3:12])=[O:9])=[CH:6][N:5]=[CH:4][N:3]=1.[C:13]([S:32][CH2:33][CH2:34][NH2:35])([C:26]1[CH:31]=[CH:30][CH:29]=[CH:28][CH:27]=1)([C:20]1[CH:25]=[CH:24][CH:23]=[CH:22][CH:21]=1)[C:14]1[CH:19]=[CH:18][CH:17]=[CH:16][CH:15]=1.C(N(CC)C(C)C)(C)C, predict the reaction product. The product is: [C:13]([S:32][CH2:33][CH2:34][NH:35][C:2]1[C:7]([C:8]([O:10][CH2:11][CH3:12])=[O:9])=[CH:6][N:5]=[CH:4][N:3]=1)([C:20]1[CH:21]=[CH:22][CH:23]=[CH:24][CH:25]=1)([C:26]1[CH:31]=[CH:30][CH:29]=[CH:28][CH:27]=1)[C:14]1[CH:19]=[CH:18][CH:17]=[CH:16][CH:15]=1.